This data is from Reaction yield outcomes from USPTO patents with 853,638 reactions. The task is: Predict the reaction yield, written as a fraction of the theoretical maximum amount of product (1.0 means a 100% yield; for example, 0.34 means a 34% yield). (1) The reactants are [Mg].II.Br[CH:5]([CH2:7][CH2:8][CH3:9])[CH3:6].[CH2:10]([N:17]1[CH2:21][CH:20]([CH2:22]I)[CH2:19][C:18]1=[O:24])[C:11]1[CH:16]=[CH:15][CH:14]=[CH:13][CH:12]=1. The catalyst is C1COCC1. The product is [CH2:10]([N:17]1[CH2:21][CH:20]([CH2:22][CH:5]([CH3:6])[CH2:7][CH2:8][CH3:9])[CH2:19][C:18]1=[O:24])[C:11]1[CH:16]=[CH:15][CH:14]=[CH:13][CH:12]=1. The yield is 0.690. (2) The product is [NH2:1][C:2]1[N:10]=[C:9]2[CH:8]=[CH:7][C:6]([O:21][C:22]3[CH:23]=[C:24]([NH:29][C:30]([C:32]4[N:36]([CH3:37])[N:35]=[C:34]([CH3:38])[CH:33]=4)=[O:31])[CH:25]=[C:26]([CH3:28])[CH:27]=3)=[CH:5][N:4]2[CH:3]=1. The yield is 0.560. The reactants are [NH2:1][C:2](=O)[CH2:3][N:4]1[C:9](=[N:10]S(C2C=CC(C)=CC=2)(=O)=O)[CH:8]=[CH:7][C:6]([O:21][C:22]2[CH:23]=[C:24]([NH:29][C:30]([C:32]3[N:36]([CH3:37])[N:35]=[C:34]([CH3:38])[CH:33]=3)=[O:31])[CH:25]=[C:26]([CH3:28])[CH:27]=2)=[CH:5]1.FC(F)(F)C(OC(=O)C(F)(F)F)=O. The catalyst is ClCCl. (3) The reactants are [CH3:1][N:2]1[C:10]2[C:5](=[CH:6][C:7]([O:11][CH2:12][CH2:13][CH3:14])=[CH:8][CH:9]=2)[CH:4]=[C:3]1[C:15](OCC)=[O:16].CN1C2C(=CC(OCCC)=CC=2)C=C1CO. No catalyst specified. The product is [CH3:1][N:2]1[C:10]2[C:5](=[CH:6][C:7]([O:11][CH2:12][CH2:13][CH3:14])=[CH:8][CH:9]=2)[CH:4]=[C:3]1[CH:15]=[O:16]. The yield is 0.750.